Dataset: Forward reaction prediction with 1.9M reactions from USPTO patents (1976-2016). Task: Predict the product of the given reaction. (1) Given the reactants Cl[C:2]1[C:3]2[C:10]([CH3:11])=[CH:9][S:8][C:4]=2[N:5]=[CH:6][N:7]=1.[F:12][C:13]1[CH:14]=[C:15]([NH:20][C:21]([NH:23][C:24](=[O:33])[CH2:25][C:26]2[CH:31]=[CH:30][C:29]([F:32])=[CH:28][CH:27]=2)=[S:22])[CH:16]=[CH:17][C:18]=1[OH:19], predict the reaction product. The product is: [F:12][C:13]1[CH:14]=[C:15]([NH:20][C:21]([NH:23][C:24](=[O:33])[CH2:25][C:26]2[CH:27]=[CH:28][C:29]([F:32])=[CH:30][CH:31]=2)=[S:22])[CH:16]=[CH:17][C:18]=1[O:19][C:2]1[CH:3]2[C:10]([CH3:11])=[CH:9][S:8][CH:4]2[N:5]=[CH:6][N:7]=1. (2) Given the reactants C(Cl)(=O)C(Cl)=O.CS(C)=O.[CH3:11][C:12]1([CH3:23])[CH2:16][C:15]2[C:17]([CH2:21][OH:22])=[CH:18][CH:19]=[CH:20][C:14]=2[O:13]1.C(N(CC)CC)C, predict the reaction product. The product is: [CH3:11][C:12]1([CH3:23])[CH2:16][C:15]2=[C:17]([CH:21]=[O:22])[CH:18]=[CH:19][CH:20]=[C:14]2[O:13]1. (3) Given the reactants [CH2:1]([N:8]1[CH2:13][CH2:12][C:11]([CH3:14])=[C:10]([NH:15][C:16](=[O:19])[O:17][CH3:18])[CH2:9]1)[C:2]1[CH:7]=[CH:6][CH:5]=[CH:4][CH:3]=1.[H][H], predict the reaction product. The product is: [CH2:1]([N:8]1[CH2:13][CH2:12][CH:11]([CH3:14])[CH:10]([NH:15][C:16](=[O:19])[O:17][CH3:18])[CH2:9]1)[C:2]1[CH:3]=[CH:4][CH:5]=[CH:6][CH:7]=1. (4) The product is: [N:1]1[CH:2]=[CH:3][N:4]2[CH2:9][CH:8]([C:10]([O:12][CH3:13])=[O:11])[CH2:7][CH2:6][C:5]=12. Given the reactants [N:1]1[CH:2]=[CH:3][N:4]2[CH:9]=[C:8]([C:10]([O:12][CH3:13])=[O:11])[CH:7]=[CH:6][C:5]=12, predict the reaction product. (5) Given the reactants C([O:5][C:6]([CH:8]1[CH:12]([C:13]2[CH:18]=[CH:17][CH:16]=[C:15]([Cl:19])[C:14]=2[F:20])[C:11]([C:23]2[CH:28]=[CH:27][C:26]([Cl:29])=[CH:25][C:24]=2[F:30])([C:21]#[N:22])[CH:10]([CH2:31][C:32]([C:35]([O:37][CH3:38])=[O:36])([CH3:34])[CH3:33])[NH:9]1)=[O:7])(C)(C)C.[F:39][C:40]([F:45])([F:44])[C:41]([OH:43])=[O:42], predict the reaction product. The product is: [F:39][C:40]([F:45])([F:44])[C:41]([OH:43])=[O:42].[Cl:19][C:15]1[C:14]([F:20])=[C:13]([CH:12]2[C:11]([C:23]3[CH:28]=[CH:27][C:26]([Cl:29])=[CH:25][C:24]=3[F:30])([C:21]#[N:22])[CH:10]([CH2:31][C:32]([C:35]([O:37][CH3:38])=[O:36])([CH3:34])[CH3:33])[NH:9][CH:8]2[C:6]([OH:7])=[O:5])[CH:18]=[CH:17][CH:16]=1. (6) Given the reactants [Si:1]([O:8][CH:9]1[CH2:14][CH:13]([CH3:15])[CH2:12][C:11]([C:16]2[CH:21]=[CH:20][N:19]=[CH:18][C:17]=2[N+:22]([O-])=O)=[CH:10]1)([C:4]([CH3:7])([CH3:6])[CH3:5])([CH3:3])[CH3:2], predict the reaction product. The product is: [Si:1]([O:8][CH:9]1[CH2:14][CH:13]([CH3:15])[CH2:12][C:11]([C:16]2[CH:21]=[CH:20][N:19]=[CH:18][C:17]=2[NH2:22])=[CH:10]1)([C:4]([CH3:7])([CH3:5])[CH3:6])([CH3:3])[CH3:2]. (7) Given the reactants [C:1]([C:5]1[N:6]=[C:7]([NH:10][C:11]([C:13]2[CH:31]=[CH:30][N:16]3[C:17](=[O:29])[C:18]([CH:27]=O)=[C:19]([N:21]4[CH2:26][CH2:25][O:24][CH2:23][CH2:22]4)[N:20]=[C:15]3[CH:14]=2)=[O:12])[S:8][CH:9]=1)([CH3:4])([CH3:3])[CH3:2].[Cl-].[Li+].FC(F)(F)COP([CH2:46][C:47]([O:49][CH3:50])=[O:48])(=O)OCC(F)(F)F.N12CCCN=C1CCCCC2, predict the reaction product. The product is: [C:1]([C:5]1[N:6]=[C:7]([NH:10][C:11]([C:13]2[CH:31]=[CH:30][N:16]3[C:17](=[O:29])[C:18](/[CH:27]=[CH:46]/[C:47]([O:49][CH3:50])=[O:48])=[C:19]([N:21]4[CH2:22][CH2:23][O:24][CH2:25][CH2:26]4)[N:20]=[C:15]3[CH:14]=2)=[O:12])[S:8][CH:9]=1)([CH3:4])([CH3:2])[CH3:3]. (8) The product is: [CH:4]([C@H:6]1[CH2:10][O:9][C:8]([CH3:12])([CH3:11])[N:7]1[C:13]([O:15][CH2:16][C:17]1[CH:18]=[CH:19][CH:20]=[CH:21][CH:22]=1)=[O:14])=[O:5]. Given the reactants CON(C)[C:4]([C@H:6]1[CH2:10][O:9][C:8]([CH3:12])([CH3:11])[N:7]1[C:13]([O:15][CH2:16][C:17]1[CH:22]=[CH:21][CH:20]=[CH:19][CH:18]=1)=[O:14])=[O:5].OS([O-])(=O)=O.[K+], predict the reaction product.